This data is from HIV replication inhibition screening data with 41,000+ compounds from the AIDS Antiviral Screen. The task is: Binary Classification. Given a drug SMILES string, predict its activity (active/inactive) in a high-throughput screening assay against a specified biological target. (1) The drug is COc1ccc(C(C)(O)c2cc3ccccc3n2S(=O)(=O)c2ccccc2)cc1. The result is 0 (inactive). (2) The drug is COC(=O)n1c(=O)n(-c2ccccc2)c(=O)n1C(=O)Nc1ccccc1. The result is 0 (inactive). (3) The compound is CC(=O)OC1CC2C(C)(C)CCCC2(C)C2C(=O)C(O)=C(C(C)C)C(=O)C12. The result is 0 (inactive). (4) The molecule is C1COCCO1.CC(C)NC(=N)NC#N. The result is 0 (inactive). (5) The compound is CN1CCN(C2=NCCO2)CC1. The result is 0 (inactive). (6) The drug is O=C1C(=O)N(c2ccc(Cl)c(Cl)c2)C(=O)C(=O)C1c1nc2ccccc2o1. The result is 0 (inactive). (7) The molecule is Cc1cc2c(cc1C)NC(=O)CC(c1ccccc1)=N2. The result is 0 (inactive).